From a dataset of Full USPTO retrosynthesis dataset with 1.9M reactions from patents (1976-2016). Predict the reactants needed to synthesize the given product. (1) Given the product [NH:27]1[C:23]([C:14]2[N:15]=[CH:16][C:17]3[C:22]([C:13]=2[CH2:12][O:11][C:8]2[C:5]([CH:6]=[O:7])=[CH:4][C:3]([O:2][CH3:1])=[N:10][CH:9]=2)=[CH:21][CH:20]=[CH:19][CH:18]=3)=[CH:24][CH:25]=[N:26]1, predict the reactants needed to synthesize it. The reactants are: [CH3:1][O:2][C:3]1[CH:4]=[C:5]([C:8]([O:11][CH2:12][C:13]2[C:22]3[C:17](=[CH:18][CH:19]=[CH:20][CH:21]=3)[CH:16]=[N:15][C:14]=2[C:23]2[N:27](COCC[Si](C)(C)C)[N:26]=[CH:25][CH:24]=2)=[CH:9][N:10]=1)[CH:6]=[O:7].Cl. (2) Given the product [Br:1][C:2]1[CH:10]=[C:9]([CH3:11])[CH:8]=[CH:7][C:3]=1[C:4]#[N:6], predict the reactants needed to synthesize it. The reactants are: [Br:1][C:2]1[CH:10]=[C:9]([CH3:11])[CH:8]=[CH:7][C:3]=1[C:4]([NH2:6])=O.O=P12OP3(OP(OP(O3)(O1)=O)(=O)O2)=O. (3) Given the product [Cl:1][C:2]1[CH:3]=[CH:4][C:5]([N:8]2[CH:12]=[CH:11][C:10]([C:13]([OH:15])=[O:14])=[N:9]2)=[CH:6][CH:7]=1, predict the reactants needed to synthesize it. The reactants are: [Cl:1][C:2]1[CH:7]=[CH:6][C:5]([N:8]2[CH:12]=[CH:11][C:10]([C:13]([O:15]CC)=[O:14])=[N:9]2)=[CH:4][CH:3]=1.[Li+].[OH-].Cl. (4) Given the product [CH2:1]([C:5]1([CH2:28][CH2:29][CH2:30][CH3:31])[N:11]=[C:10]([C:12]2[CH:17]=[CH:16][CH:15]=[CH:14][CH:13]=2)[C:9]2[CH:18]=[C:19]([O:26][CH3:27])[C:20]([CH2:22][OH:23])=[CH:21][C:8]=2[S:7][CH2:6]1)[CH2:2][CH2:3][CH3:4], predict the reactants needed to synthesize it. The reactants are: [CH2:1]([C:5]1([CH2:28][CH2:29][CH2:30][CH3:31])[N:11]=[C:10]([C:12]2[CH:17]=[CH:16][CH:15]=[CH:14][CH:13]=2)[C:9]2[CH:18]=[C:19]([O:26][CH3:27])[C:20]([C:22](OC)=[O:23])=[CH:21][C:8]=2[S:7][CH2:6]1)[CH2:2][CH2:3][CH3:4].[H-].[H-].[H-].[H-].[Li+].[Al+3]. (5) Given the product [CH2:2]([O:4][C:5]([C:7]1[N:8]([CH2:17][CH3:18])[N:9]=[CH:10][C:11]=1[C:12]([O:14][CH2:15][CH3:16])=[O:13])=[O:6])[CH3:3], predict the reactants needed to synthesize it. The reactants are: [Na].[CH2:2]([O:4][C:5]([C:7]1[NH:8][N:9]=[CH:10][C:11]=1[C:12]([O:14][CH2:15][CH3:16])=[O:13])=[O:6])[CH3:3].[CH2:17](I)[CH3:18]. (6) Given the product [Cl:46][C:44]1[C:43](=[O:47])[N:42]([CH3:48])[CH:41]=[C:40]([N:39]2[C:9](=[O:10])[C:11]3[CH:15]=[C:14]([C:16]4[C:17]([O:24][CH3:25])=[N:18][C:19]([O:22][CH3:23])=[N:20][CH:21]=4)[N:13]([CH:26]([CH3:27])[CH3:28])[C:12]=3[CH:29]2[C:30]2[CH:35]=[CH:34][C:33]([C:36]#[N:37])=[C:32]([F:38])[CH:31]=2)[CH:45]=1, predict the reactants needed to synthesize it. The reactants are: [Cl-].C([Al+]CC)C.CO[C:9]([C:11]1[CH:15]=[C:14]([C:16]2[C:17]([O:24][CH3:25])=[N:18][C:19]([O:22][CH3:23])=[N:20][CH:21]=2)[N:13]([CH:26]([CH3:28])[CH3:27])[C:12]=1[CH:29]([NH:39][C:40]1[CH:45]=[C:44]([Cl:46])[C:43](=[O:47])[N:42]([CH3:48])[CH:41]=1)[C:30]1[CH:35]=[CH:34][C:33]([C:36]#[N:37])=[C:32]([F:38])[CH:31]=1)=[O:10]. (7) Given the product [Br:21][C:4]1[CH:6]=[C:7]([Cl:10])[C:8]([CH3:9])=[C:2]([Cl:1])[CH:3]=1, predict the reactants needed to synthesize it. The reactants are: [Cl:1][C:2]1[CH:3]=[C:4]([CH:6]=[C:7]([Cl:10])[C:8]=1[CH3:9])N.N([O-])=O.[Na+].C(OCC)(=O)C.[BrH:21]. (8) Given the product [S:30]([NH:1][C@H:2]([C:8]([OH:10])=[O:9])[CH2:3][CH2:4][CH2:5][CH2:6][NH2:7])([C:25]1[C:26]2[CH:27]=[CH:28][CH:29]=[C:20]([N:19]([CH3:34])[CH3:18])[C:21]=2[CH:22]=[CH:23][CH:24]=1)(=[O:32])=[O:31], predict the reactants needed to synthesize it. The reactants are: [NH2:1][C@H:2]([C:8]([OH:10])=[O:9])[CH2:3][CH2:4][CH2:5][CH2:6][NH2:7].C(N(CC)CC)C.[CH3:18][N:19]([CH3:34])[C:20]1[CH:29]=[CH:28][CH:27]=[C:26]2[C:21]=1[CH:22]=[CH:23][CH:24]=[C:25]2[S:30](Cl)(=[O:32])=[O:31].